Dataset: Orexin1 receptor HTS with 218,158 compounds and 233 confirmed actives. Task: Binary Classification. Given a drug SMILES string, predict its activity (active/inactive) in a high-throughput screening assay against a specified biological target. (1) The molecule is S(c1nc2c(c(c1)C(O)=O)cccc2)c1c(SC)cccc1. The result is 0 (inactive). (2) The drug is Clc1ccc(C=2C(=O)N(Nc3ccccc3)C(=O)C2)cc1. The result is 1 (active).